From a dataset of Reaction yield outcomes from USPTO patents with 853,638 reactions. Predict the reaction yield, written as a fraction of the theoretical maximum amount of product (1.0 means a 100% yield; for example, 0.34 means a 34% yield). (1) The catalyst is CO. The reactants are [CH3:1][N:2]([CH3:34])[C:3]([C:5]1[CH:6]=[C:7]([CH:12]2[CH:21]([C:22]3[N:23]([CH3:27])[CH:24]=[CH:25][N:26]=3)[C:20](=O)[C:19]3[C:18]([C:29]([O:31]CC)=O)=[CH:17][CH:16]=[CH:15][C:14]=3[NH:13]2)[CH:8]=[CH:9][C:10]=1[F:11])=[O:4].O.[NH2:36][NH2:37]. The yield is 0.300. The product is [F:11][C:10]1[CH:9]=[CH:8][C:7]([CH:12]2[NH:13][C:14]3[C:19]4[C:20](=[N:36][NH:37][C:29](=[O:31])[C:18]=4[CH:17]=[CH:16][CH:15]=3)[CH:21]2[C:22]2[N:23]([CH3:27])[CH:24]=[CH:25][N:26]=2)=[CH:6][C:5]=1[C:3]([N:2]([CH3:1])[CH3:34])=[O:4]. (2) The reactants are [Br:1][C:2]1[CH:7]=[CH:6][CH:5]=[CH:4][C:3]=1[OH:8].[H-].[Na+].Br[CH2:12][CH2:13][F:14]. The catalyst is C1COCC1. The product is [Br:1][C:2]1[CH:7]=[CH:6][CH:5]=[CH:4][C:3]=1[O:8][CH2:12][CH2:13][F:14]. The yield is 0.630. (3) The reactants are Br[C:2]1[C:3]([C:9]#[N:10])=[N:4][C:5]([CH3:8])=[CH:6][CH:7]=1.C([Sn](CCCC)(CCCC)[C:16]1[CH:21]=[CH:20][CH:19]=[CH:18][N:17]=1)CCC.[F-].[Cs+]. The catalyst is CN(C=O)C.[Cu]I.C1C=CC([P]([Pd]([P](C2C=CC=CC=2)(C2C=CC=CC=2)C2C=CC=CC=2)([P](C2C=CC=CC=2)(C2C=CC=CC=2)C2C=CC=CC=2)[P](C2C=CC=CC=2)(C2C=CC=CC=2)C2C=CC=CC=2)(C2C=CC=CC=2)C2C=CC=CC=2)=CC=1. The product is [CH3:8][C:5]1[N:4]=[C:3]([C:9]#[N:10])[C:2]([C:16]2[CH:21]=[CH:20][CH:19]=[CH:18][N:17]=2)=[CH:7][CH:6]=1. The yield is 0.880. (4) The reactants are F[C:2]1[CH:7]=[CH:6][C:5]([CH:8]2[CH2:10][O:9]2)=[CH:4][CH:3]=1.[OH:11][C:12]1[CH:19]=[CH:18][C:15]([CH:16]=[O:17])=[CH:14][CH:13]=1.[OH-].[Na+]. The product is [OH:9][CH:8]([C:5]1[CH:6]=[CH:7][CH:2]=[CH:3][CH:4]=1)[CH2:10][O:11][C:12]1[CH:19]=[CH:18][C:15]([CH:16]=[O:17])=[CH:14][CH:13]=1. The catalyst is C1(C)C=CC=CC=1. The yield is 0.140. (5) The yield is 0.935. The reactants are [C:1]1(B(O)O)[CH:6]=[CH:5][CH:4]=[CH:3][CH:2]=1.C(O[C:14]1[C:15](OC(=O)C)=[C:16]([I:20])[CH:17]=[CH:18][CH:19]=1)(=O)C.[F:25][B-:26]([F:29])([F:28])[F:27].[Na+]. The catalyst is C(Cl)Cl. The product is [F:25][B-:26]([F:29])([F:28])[F:27].[C:1]1([I+:20][C:16]2[CH:17]=[CH:18][CH:19]=[CH:14][CH:15]=2)[CH:6]=[CH:5][CH:4]=[CH:3][CH:2]=1.